Predict the reaction yield, written as a fraction of the theoretical maximum amount of product (1.0 means a 100% yield; for example, 0.34 means a 34% yield). From a dataset of Reaction yield outcomes from USPTO patents with 853,638 reactions. The reactants are [F:1][C:2]([F:12])([F:11])[C:3]1[N:4]=[C:5]([C:8]([OH:10])=O)[S:6][CH:7]=1.CN(C=O)C.C(Cl)(=O)C(Cl)=O.[NH2:24][C:25]1[C:30]([CH3:31])=[C:29]([O:32][CH3:33])[CH:28]=[CH:27][C:26]=1[C:34](=[O:36])[CH3:35]. The catalyst is C(Cl)Cl.O1CCOCC1. The product is [C:34]([C:26]1[C:25]([NH:24][C:8]([C:5]2[S:6][CH2:7][CH:3]([C:2]([F:1])([F:12])[F:11])[N:4]=2)=[O:10])=[C:30]([CH3:31])[C:29]([O:32][CH3:33])=[CH:28][CH:27]=1)(=[O:36])[CH3:35]. The yield is 0.860.